Dataset: Forward reaction prediction with 1.9M reactions from USPTO patents (1976-2016). Task: Predict the product of the given reaction. Given the reactants [H-].[H-].[H-].[H-].[Li+].[Al+3].[C:7]([NH:15][C:16]1([CH:20](O)[CH2:21][CH3:22])[CH2:19][CH2:18][CH2:17]1)(=O)[C:8]1[CH:13]=[CH:12][CH:11]=[CH:10][CH:9]=1.C1C[O:27]CC1, predict the reaction product. The product is: [CH2:7]([NH:15][C:16]1([CH2:20][CH:21]([OH:27])[CH3:22])[CH2:19][CH2:18][CH2:17]1)[C:8]1[CH:13]=[CH:12][CH:11]=[CH:10][CH:9]=1.